Dataset: TCR-epitope binding with 47,182 pairs between 192 epitopes and 23,139 TCRs. Task: Binary Classification. Given a T-cell receptor sequence (or CDR3 region) and an epitope sequence, predict whether binding occurs between them. The TCR CDR3 sequence is CASNMLSTDTQYF. The epitope is GILGFVFTL. Result: 1 (the TCR binds to the epitope).